This data is from NCI-60 drug combinations with 297,098 pairs across 59 cell lines. The task is: Regression. Given two drug SMILES strings and cell line genomic features, predict the synergy score measuring deviation from expected non-interaction effect. (1) Drug 1: C1=NC2=C(N=C(N=C2N1C3C(C(C(O3)CO)O)F)Cl)N. Drug 2: C1=CC=C(C=C1)NC(=O)CCCCCCC(=O)NO. Cell line: NCI-H226. Synergy scores: CSS=1.13, Synergy_ZIP=-1.82, Synergy_Bliss=-1.63, Synergy_Loewe=-2.70, Synergy_HSA=-1.99. (2) Drug 1: C1=CC(=CC=C1CC(C(=O)O)N)N(CCCl)CCCl.Cl. Drug 2: CC1C(C(CC(O1)OC2CC(OC(C2O)C)OC3=CC4=CC5=C(C(=O)C(C(C5)C(C(=O)C(C(C)O)O)OC)OC6CC(C(C(O6)C)O)OC7CC(C(C(O7)C)O)OC8CC(C(C(O8)C)O)(C)O)C(=C4C(=C3C)O)O)O)O. Cell line: U251. Synergy scores: CSS=18.3, Synergy_ZIP=-6.32, Synergy_Bliss=0.541, Synergy_Loewe=-0.203, Synergy_HSA=0.241. (3) Drug 1: CN1C(=O)N2C=NC(=C2N=N1)C(=O)N. Drug 2: CS(=O)(=O)CCNCC1=CC=C(O1)C2=CC3=C(C=C2)N=CN=C3NC4=CC(=C(C=C4)OCC5=CC(=CC=C5)F)Cl. Cell line: SF-268. Synergy scores: CSS=3.89, Synergy_ZIP=4.99, Synergy_Bliss=8.34, Synergy_Loewe=0.256, Synergy_HSA=0.0822. (4) Drug 1: CNC(=O)C1=NC=CC(=C1)OC2=CC=C(C=C2)NC(=O)NC3=CC(=C(C=C3)Cl)C(F)(F)F. Drug 2: C(CCl)NC(=O)N(CCCl)N=O. Cell line: UACC-257. Synergy scores: CSS=1.36, Synergy_ZIP=0.266, Synergy_Bliss=2.15, Synergy_Loewe=-2.90, Synergy_HSA=-1.54. (5) Drug 1: CC1=CC2C(CCC3(C2CCC3(C(=O)C)OC(=O)C)C)C4(C1=CC(=O)CC4)C. Drug 2: CC(C)NC(=O)C1=CC=C(C=C1)CNNC.Cl. Cell line: UACC-257. Synergy scores: CSS=-6.97, Synergy_ZIP=2.98, Synergy_Bliss=1.45, Synergy_Loewe=-3.13, Synergy_HSA=-2.97. (6) Drug 1: C(CC(=O)O)C(=O)CN.Cl. Drug 2: CS(=O)(=O)OCCCCOS(=O)(=O)C. Cell line: DU-145. Synergy scores: CSS=35.6, Synergy_ZIP=-5.64, Synergy_Bliss=0.839, Synergy_Loewe=-8.41, Synergy_HSA=-1.08. (7) Drug 1: CC12CCC(CC1=CCC3C2CCC4(C3CC=C4C5=CN=CC=C5)C)O. Drug 2: CCCCCOC(=O)NC1=NC(=O)N(C=C1F)C2C(C(C(O2)C)O)O. Cell line: HCT-15. Synergy scores: CSS=7.15, Synergy_ZIP=-1.97, Synergy_Bliss=2.89, Synergy_Loewe=1.92, Synergy_HSA=1.43. (8) Synergy scores: CSS=4.30, Synergy_ZIP=-2.64, Synergy_Bliss=-2.19, Synergy_Loewe=-3.06, Synergy_HSA=-2.99. Drug 2: CCN(CC)CCCC(C)NC1=C2C=C(C=CC2=NC3=C1C=CC(=C3)Cl)OC. Cell line: SF-268. Drug 1: CC1=C(C(CCC1)(C)C)C=CC(=CC=CC(=CC(=O)O)C)C.